This data is from Forward reaction prediction with 1.9M reactions from USPTO patents (1976-2016). The task is: Predict the product of the given reaction. (1) Given the reactants C1(C)C=CC=CC=1.[Br:8][CH2:9][C:10]([CH3:14])=[CH:11][CH2:12]Br.[C:15]([O-:18])(=[O:17])[CH3:16].[Na+].C(=O)([O-])O.[Na+], predict the reaction product. The product is: [C:15]([O:18][CH2:12][CH:11]=[C:10]([CH3:14])[CH2:9][Br:8])(=[O:17])[CH3:16]. (2) Given the reactants [N:1]1([C:10](OC(C)(C)C)=O)CCC[CH:3]2[CH2:7][NH:8][CH2:9][CH:2]12.CC1C=CC(S(O[C:28]2[C:29]3[CH2:38][CH2:37][CH2:36][C:35]4[CH:39]=[CH:40][CH:41]=[CH:42][C:34]=4[C:30]=3[N:31]=[CH:32][N:33]=2)(=O)=O)=CC=1.CC1C=CC(S(OC2C3CCCC4C=CC=CC=4C=3N=C(N)N=2)(=O)=O)=CC=1, predict the reaction product. The product is: [CH3:10][NH:1][C@@H:2]1[CH2:3][CH2:7][N:8]([C:28]2[C:29]3[CH2:38][CH2:37][CH2:36][C:35]4[CH:39]=[CH:40][CH:41]=[CH:42][C:34]=4[C:30]=3[N:31]=[CH:32][N:33]=2)[CH2:9]1. (3) The product is: [ClH:36].[F:1][C:2]1[CH:3]=[CH:4][C:5]([C:8]2[C:13]3[CH2:14][N:15]([C:19]([C:21]4[CH:22]=[C:23]([CH:33]=[CH:34][CH:35]=4)[CH2:24][NH2:25])=[O:20])[CH2:16][CH2:17][O:18][C:12]=3[N:11]=[CH:10][CH:9]=2)=[CH:6][CH:7]=1. Given the reactants [F:1][C:2]1[CH:7]=[CH:6][C:5]([C:8]2[C:13]3[CH2:14][N:15]([C:19]([C:21]4[CH:22]=[C:23]([CH:33]=[CH:34][CH:35]=4)[CH2:24][NH:25]C(=O)OC(C)(C)C)=[O:20])[CH2:16][CH2:17][O:18][C:12]=3[N:11]=[CH:10][CH:9]=2)=[CH:4][CH:3]=1.[ClH:36], predict the reaction product. (4) Given the reactants Cl[C:2]1[C:3]2[CH:10]=[C:9]([I:11])[N:8]([S:12]([C:15]3[CH:20]=[CH:19][CH:18]=[CH:17][CH:16]=3)(=[O:14])=[O:13])[C:4]=2[N:5]=[CH:6][N:7]=1.[C:21]([C:25]1[CH:40]=[CH:39][C:28]([C:29]([NH:31][CH2:32][CH:33]2[CH2:38][CH2:37][NH:36][CH2:35][CH2:34]2)=[O:30])=[CH:27][CH:26]=1)([CH3:24])([CH3:23])[CH3:22].C(N(CC)CC)C, predict the reaction product. The product is: [C:15]1([S:12]([N:8]2[C:4]3[N:5]=[CH:6][N:7]=[C:2]([N:36]4[CH2:37][CH2:38][CH:33]([CH2:32][NH:31][C:29](=[O:30])[C:28]5[CH:27]=[CH:26][C:25]([C:21]([CH3:23])([CH3:22])[CH3:24])=[CH:40][CH:39]=5)[CH2:34][CH2:35]4)[C:3]=3[CH:10]=[C:9]2[I:11])(=[O:14])=[O:13])[CH:20]=[CH:19][CH:18]=[CH:17][CH:16]=1. (5) Given the reactants [C:1]([NH:11][CH:12]([C:16]([OH:18])=O)[CH:13]([CH3:15])[CH3:14])([O:3][CH2:4][C:5]1[CH:10]=[CH:9][CH:8]=[CH:7][CH:6]=1)=[O:2].[Cl:19][C:20]1[CH:25]=[CH:24][C:23]([C:26]2([OH:32])[CH2:31][CH2:30][NH:29][CH2:28][CH2:27]2)=[CH:22][CH:21]=1.C(NC(C(O)=O)C(C)C)(=O)C1C=CC=CC=1.Cl.ClC1C=CC(C2CCNCC2)=CC=1, predict the reaction product. The product is: [Cl:19][C:20]1[CH:25]=[CH:24][C:23]([C:26]2([OH:32])[CH2:27][CH2:28][N:29]([C:16](=[O:18])[CH:12]([NH:11][C:1](=[O:2])[O:3][CH2:4][C:5]3[CH:6]=[CH:7][CH:8]=[CH:9][CH:10]=3)[CH:13]([CH3:14])[CH3:15])[CH2:30][CH2:31]2)=[CH:22][CH:21]=1. (6) Given the reactants [CH:1]1([N:5]2[CH2:18][CH2:17][C:8]3[NH:9][C:10]4[CH:11]=[CH:12][C:13]([CH3:16])=[CH:14][C:15]=4[C:7]=3[CH2:6]2)[CH2:4][CH2:3][CH2:2]1.[CH3:19][C:20]1[CH:25]=[CH:24][C:23]([CH:26]=[CH2:27])=[CH:22][N:21]=1.[OH-].[K+], predict the reaction product. The product is: [CH:1]1([N:5]2[CH2:18][CH2:17][C:8]3[N:9]([CH2:27][CH2:26][C:23]4[CH:22]=[N:21][C:20]([CH3:19])=[CH:25][CH:24]=4)[C:10]4[CH:11]=[CH:12][C:13]([CH3:16])=[CH:14][C:15]=4[C:7]=3[CH2:6]2)[CH2:4][CH2:3][CH2:2]1. (7) Given the reactants C(N(CC)CC)C.ClC(OCC)=O.[O:14]=[C:15]1[NH:19][C@H:18]2[CH2:20][S:21][C@@H:22]([CH2:23][CH2:24][CH2:25][CH2:26][CH2:27][O:28][CH2:29][CH2:30][CH2:31][CH2:32][CH2:33][C:34]([OH:36])=[O:35])[C@H:17]2[NH:16]1.O[N:38]1[C:42](=[O:43])[CH2:41][CH2:40][C:39]1=[O:44], predict the reaction product. The product is: [O:14]=[C:15]1[NH:19][C@H:18]2[CH2:20][S:21][C@@H:22]([CH2:23][CH2:24][CH2:25][CH2:26][CH2:27][O:28][CH2:29][CH2:30][CH2:31][CH2:32][CH2:33][C:34]([O:36][N:38]3[C:42](=[O:43])[CH2:41][CH2:40][C:39]3=[O:44])=[O:35])[C@H:17]2[NH:16]1.